This data is from Full USPTO retrosynthesis dataset with 1.9M reactions from patents (1976-2016). The task is: Predict the reactants needed to synthesize the given product. (1) Given the product [F:1][C:2]([F:12])([F:11])[C:3]1[CH:8]=[CH:7][N:6]=[C:5]([CH:9]=[O:13])[CH:4]=1, predict the reactants needed to synthesize it. The reactants are: [F:1][C:2]([F:12])([F:11])[C:3]1[CH:8]=[CH:7][N:6]=[C:5]([CH:9]=C)[CH:4]=1.[OH2:13]. (2) Given the product [C:11]([C:12]1[CH:17]=[CH:16][C:15]([NH:18][CH2:19][C:20]2[N:28]([CH3:29])[C:27]3[CH:26]=[CH:25][C:24]([C:30]([N:32]([C:40]4[CH:41]=[CH:42][CH:43]=[CH:44][N:45]=4)[CH2:33][CH2:34][C:35]([O:37][CH2:38][CH3:39])=[O:36])=[O:31])=[CH:23][C:22]=3[N:21]=2)=[CH:14][CH:13]=1)#[N:10], predict the reactants needed to synthesize it. The reactants are: CCCCCCOC(/[N:10]=[C:11](\N)/[C:12]1[CH:13]=[CH:14][C:15]([NH:18][CH2:19][C:20]2[N:28]([CH3:29])[C:27]3[CH:26]=[CH:25][C:24]([C:30]([N:32]([C:40]4[CH:41]=[CH:42][CH:43]=[CH:44][N:45]=4)[CH2:33][CH2:34][C:35]([O:37][CH2:38][CH3:39])=[O:36])=[O:31])=[CH:23][C:22]=3[N:21]=2)=[CH:16][CH:17]=1)=O.NC1C=C(C=CC=1NC)C(N(C1C=CC=CN=1)CCC(OCC)=O)=O.C(C1C=CC(NCC(O)=O)=CC=1)#N. (3) Given the product [C:21]([S@:24]([N:26]=[C:1]([C:4]1[N:9]=[C:8]2[CH:10]=[CH:11][N:12]([C:13]([O:15][C:16]([CH3:19])([CH3:18])[CH3:17])=[O:14])[C:7]2=[CH:6][CH:5]=1)[CH3:2])=[O:25])([CH3:23])([CH3:22])[CH3:20], predict the reactants needed to synthesize it. The reactants are: [C:1]([C:4]1[N:9]=[C:8]2[CH:10]=[CH:11][N:12]([C:13]([O:15][C:16]([CH3:19])([CH3:18])[CH3:17])=[O:14])[C:7]2=[CH:6][CH:5]=1)(=O)[CH3:2].[CH3:20][C:21]([S@:24]([NH2:26])=[O:25])([CH3:23])[CH3:22]. (4) Given the product [CH2:16]([N:23]1[CH2:28][CH2:27][O:26][CH:25]([C:29]([C:31]2[CH:36]=[CH:35][CH:34]=[CH:33][CH:32]=2)([OH:30])[CH2:3][C:4]2[CH:9]=[CH:8][CH:7]=[CH:6][C:5]=2[O:10][CH:11]([CH3:13])[CH3:12])[CH2:24]1)[C:17]1[CH:18]=[CH:19][CH:20]=[CH:21][CH:22]=1, predict the reactants needed to synthesize it. The reactants are: [Mg].Cl[CH2:3][C:4]1[CH:9]=[CH:8][CH:7]=[CH:6][C:5]=1[O:10][CH:11]([CH3:13])[CH3:12].II.[CH2:16]([N:23]1[CH2:28][CH2:27][O:26][CH:25]([C:29]([C:31]2[CH:36]=[CH:35][CH:34]=[CH:33][CH:32]=2)=[O:30])[CH2:24]1)[C:17]1[CH:22]=[CH:21][CH:20]=[CH:19][CH:18]=1. (5) Given the product [CH3:1][N:2]1[CH2:7][CH2:6][N:5]([CH2:8][CH2:9][NH2:10])[CH2:4][CH2:3]1, predict the reactants needed to synthesize it. The reactants are: [CH3:1][N:2]1[CH2:7][CH2:6][N:5]([CH2:8][CH2:9][N:10]2C(=O)C3C(=CC=CC=3)C2=O)[CH2:4][CH2:3]1.O.NN. (6) Given the product [Cl-:25].[CH3:36][C:34]1[N:33]=[CH:32][N:31]=[C:30]([NH:29][C:27]([CH2:26][N+:1]23[CH2:8][CH2:7][CH:4]([CH2:5][CH2:6]2)[C@@H:3]([O:9][C:10]([C:12]2([C:19]4[CH:20]=[CH:21][CH:22]=[CH:23][CH:24]=4)[CH2:18][CH2:17][CH2:16][CH2:15][CH2:14][CH2:13]2)=[O:11])[CH2:2]3)=[O:28])[CH:35]=1, predict the reactants needed to synthesize it. The reactants are: [N:1]12[CH2:8][CH2:7][CH:4]([CH2:5][CH2:6]1)[C@@H:3]([O:9][C:10]([C:12]1([C:19]3[CH:24]=[CH:23][CH:22]=[CH:21][CH:20]=3)[CH2:18][CH2:17][CH2:16][CH2:15][CH2:14][CH2:13]1)=[O:11])[CH2:2]2.[Cl:25][CH2:26][C:27]([NH:29][C:30]1[CH:35]=[C:34]([CH3:36])[N:33]=[CH:32][N:31]=1)=[O:28]. (7) Given the product [I:20][C:4]1[C:5](=[O:13])[CH:6]2[CH:11]([C:3]=1[O:2][CH3:1])[CH:10]1[O:12][CH:7]2[CH2:8][CH2:9]1, predict the reactants needed to synthesize it. The reactants are: [CH3:1][O:2][C:3]1[CH:11]2[CH:6]([CH:7]3[O:12][CH:10]2[CH2:9][CH2:8]3)[C:5](=[O:13])[CH:4]=1.[N+]([O-])([O-])=O.[NH4+].[Ce].[I:20]I.